Predict the reaction yield, written as a fraction of the theoretical maximum amount of product (1.0 means a 100% yield; for example, 0.34 means a 34% yield). From a dataset of Reaction yield outcomes from USPTO patents with 853,638 reactions. (1) The reactants are [S-:1][C:2]#[N:3].[NH4+].[CH3:5][CH:6]([CH3:11])[CH2:7][C:8](Cl)=[O:9].[Cl:12][C:13]1[CH:14]=[C:15]([CH:17]=[C:18]([Cl:20])[CH:19]=1)[NH2:16]. The catalyst is CC(C)=O. The product is [Cl:12][C:13]1[CH:14]=[C:15]([NH:16][C:2]([NH:3][C:8](=[O:9])[CH2:7][CH:6]([CH3:11])[CH3:5])=[S:1])[CH:17]=[C:18]([Cl:20])[CH:19]=1. The yield is 0.740. (2) The reactants are [CH2:1]([O:3][C:4](=[O:21])[CH:5]([CH2:9][CH2:10][C:11]1[CH:16]=[CH:15][CH:14]=[C:13]([C:17]([F:20])([F:19])[F:18])[CH:12]=1)[CH2:6][CH:7]=[CH2:8])[CH3:2].[O:22]=[O+:23][O-:24].C1C=CC(P(C2C=CC=CC=2)C2C=CC=CC=2)=CC=1. The catalyst is C(Cl)Cl. The product is [O:22]1[CH2:8][CH:7]([CH2:6][CH:5]([CH2:9][CH2:10][C:11]2[CH:16]=[CH:15][CH:14]=[C:13]([C:17]([F:19])([F:20])[F:18])[CH:12]=2)[C:4]([O:3][CH2:1][CH3:2])=[O:21])[O:24][O:23]1. The yield is 0.250.